From a dataset of Forward reaction prediction with 1.9M reactions from USPTO patents (1976-2016). Predict the product of the given reaction. (1) Given the reactants I[CH2:2][CH2:3][CH:4]1[CH2:13][CH2:12][C:7]2([O:11][CH2:10][CH2:9][O:8]2)[CH2:6][CH2:5]1.CN(C=O)C.CC(C)([O-])C.[K+].CCCCCCC, predict the reaction product. The product is: [CH:3]([CH:4]1[CH2:13][CH2:12][C:7]2([O:8][CH2:9][CH2:10][O:11]2)[CH2:6][CH2:5]1)=[CH2:2]. (2) Given the reactants [CH2:1]([CH:4]([N:8]1[CH2:13][CH2:12][N:11]2[CH:14]=[CH:15][CH:16]=[C:10]2[C:9]1=[O:17])[CH2:5][CH2:6][CH3:7])[CH2:2][CH3:3].[Br:18]N1C(=O)CCC1=O, predict the reaction product. The product is: [Br:18][C:14]1[N:11]2[CH2:12][CH2:13][N:8]([CH:4]([CH2:5][CH2:6][CH3:7])[CH2:1][CH2:2][CH3:3])[C:9](=[O:17])[C:10]2=[CH:16][CH:15]=1. (3) Given the reactants [N+:1]([C:4]1[C:12]2[O:11][C:10](S)=[N:9][C:8]=2[CH:7]=[CH:6][CH:5]=1)([O-:3])=[O:2].S(Cl)([Cl:16])=O.CN(C=O)C, predict the reaction product. The product is: [Cl:16][C:10]1[O:11][C:12]2[C:4]([N+:1]([O-:3])=[O:2])=[CH:5][CH:6]=[CH:7][C:8]=2[N:9]=1. (4) Given the reactants [CH3:1][O:2][C:3](=[O:15])[C:4]1[CH:9]=[CH:8][C:7]([O:10][CH2:11][CH:12]=C)=[CH:6][C:5]=1[OH:14].[BH4-].[Na+].C[OH:19].C(Cl)Cl, predict the reaction product. The product is: [CH3:1][O:2][C:3](=[O:15])[C:4]1[CH:9]=[CH:8][C:7]([O:10][CH2:11][CH2:12][OH:19])=[CH:6][C:5]=1[OH:14]. (5) Given the reactants Br[CH:2]1[C:21](=O)[C:8]2=[CH:9][N:10]([CH2:12][C:13]3[CH:18]=[CH:17][C:16]([O:19][CH3:20])=[CH:15][CH:14]=3)[N:11]=[C:7]2[CH2:6][CH2:5][CH2:4][CH2:3]1.[CH3:23][C:24]1[CH:29]=[CH:28][N:27]=[C:26]([NH:30][C:31]([NH2:33])=[S:32])[N:25]=1, predict the reaction product. The product is: [CH3:20][O:19][C:16]1[CH:17]=[CH:18][C:13]([CH2:12][N:10]2[CH:9]=[C:8]3[C:21]4[N:33]=[C:31]([NH:30][C:26]5[N:25]=[C:24]([CH3:23])[CH:29]=[CH:28][N:27]=5)[S:32][C:2]=4[CH2:3][CH2:4][CH2:5][CH2:6][C:7]3=[N:11]2)=[CH:14][CH:15]=1. (6) Given the reactants [Cl:1][C:2]1[CH:11]=[C:10]2[C:5]([C:6]([NH:12][CH:13]3[CH2:18][CH2:17][CH:16]([NH2:19])[CH2:15][CH2:14]3)=[CH:7][CH:8]=[N:9]2)=[CH:4][CH:3]=1.[N:20]1[C:29]2[C:24](=[CH:25][CH:26]=[CH:27][CH:28]=2)[CH:23]=[C:22]([CH:30]=O)[CH:21]=1.C(O)(=O)C.C([BH3-])#N, predict the reaction product. The product is: [Cl:1][C:2]1[CH:11]=[C:10]2[C:5]([C:6]([NH:12][C@H:13]3[CH2:14][CH2:15][C@@H:16]([NH:19][CH2:30][C:22]4[CH:21]=[N:20][C:29]5[C:24]([CH:23]=4)=[CH:25][CH:26]=[CH:27][CH:28]=5)[CH2:17][CH2:18]3)=[CH:7][CH:8]=[N:9]2)=[CH:4][CH:3]=1. (7) Given the reactants Cl[C:2]1[N:7]=[C:6]([C:8]2[CH:13]=[N:12][CH:11]=[CH:10][N:9]=2)[C:5]2[N:14]([CH2:29][C@H:30]3[CH2:35][CH2:34][C@H:33]([CH3:36])[CH2:32][CH2:31]3)[C:15]([N:17]3[CH2:22][CH2:21][O:20][CH2:19][C@H:18]3[C:23]3[CH:28]=[CH:27][CH:26]=[CH:25][CH:24]=3)=[N:16][C:4]=2[CH:3]=1.[CH3:37][N:38](C=O)C, predict the reaction product. The product is: [CH3:36][C@H:33]1[CH2:34][CH2:35][C@H:30]([CH2:29][N:14]2[C:5]3[C:6]([C:8]4[CH:13]=[N:12][CH:11]=[CH:10][N:9]=4)=[N:7][C:2]([C:37]#[N:38])=[CH:3][C:4]=3[N:16]=[C:15]2[N:17]2[CH2:22][CH2:21][O:20][CH2:19][C@H:18]2[C:23]2[CH:28]=[CH:27][CH:26]=[CH:25][CH:24]=2)[CH2:31][CH2:32]1.